This data is from Full USPTO retrosynthesis dataset with 1.9M reactions from patents (1976-2016). The task is: Predict the reactants needed to synthesize the given product. (1) Given the product [CH3:32][C:16]1[C:15]([N:14]2[CH2:13][CH2:12][CH2:11][C:5]3([CH2:6][CH2:7][O:8][CH2:9][CH2:10]3)[C:3]2=[O:2])=[CH:20][CH:19]=[C:18]([N:21]2[CH2:25][CH2:24][C@@H:23]([N:26]3[CH2:30][CH2:29][CH2:28][C@@H:27]3[CH3:31])[CH2:22]2)[N:17]=1.[NH3:14], predict the reactants needed to synthesize it. The reactants are: C[O:2][C:3]([C:5]1([CH2:11][CH2:12][CH2:13][NH:14][C:15]2[C:16]([CH3:32])=[N:17][C:18]([N:21]3[CH2:25][CH2:24][C@@H:23]([N:26]4[CH2:30][CH2:29][CH2:28][C@@H:27]4[CH3:31])[CH2:22]3)=[CH:19][CH:20]=2)[CH2:10][CH2:9][O:8][CH2:7][CH2:6]1)=O. (2) The reactants are: O.[NH2:2][NH2:3].[CH3:4][C:5]1[C:6]([C:25](OC)=[O:26])=[C:7]([NH:10][C:11](=[O:24])[CH2:12][N:13]2[C:22]3[C:17](=[CH:18][CH:19]=[CH:20][CH:21]=3)[CH2:16][CH2:15][C:14]2=[O:23])[S:8][CH:9]=1. Given the product [NH:2]([C:25]([C:6]1[C:5]([CH3:4])=[CH:9][S:8][C:7]=1[NH:10][C:11](=[O:24])[CH2:12][N:13]1[C:22]2[C:17](=[CH:18][CH:19]=[CH:20][CH:21]=2)[CH2:16][CH2:15][C:14]1=[O:23])=[O:26])[NH2:3], predict the reactants needed to synthesize it. (3) Given the product [C:10]1([C:16]2[CH:17]=[CH:18][CH:19]=[CH:20][CH:21]=2)[CH:15]=[CH:14][CH:13]=[CH:12][CH:11]=1.[C:22]1([NH2:29])[CH:27]=[CH:26][CH:25]=[CH:24][C:23]=1[NH2:28].[CH4:2], predict the reactants needed to synthesize it. The reactants are: C.[CH2:2](N1CCCC1=O)C.[C:10]1([C:16]2[CH:21]=[CH:20][CH:19]=[CH:18][CH:17]=2)[CH:15]=[CH:14][CH:13]=[CH:12][CH:11]=1.[C:22]1([NH2:29])[CH:27]=[CH:26][CH:25]=[CH:24][C:23]=1[NH2:28]. (4) Given the product [CH2:8]([O:10][C:11]([C:13]1[C:23]2[CH2:24][CH2:25][C:26]([O:33][CH3:1])([C:27]3[CH:32]=[CH:31][CH:30]=[CH:29][CH:28]=3)[O:34][C:22]=2[C:16]2[N:17]=[C:18]([CH3:21])[N:19]([CH3:20])[C:15]=2[CH:14]=1)=[O:12])[CH3:9], predict the reactants needed to synthesize it. The reactants are: [CH3:1]OC(OC)(C)C.[CH2:8]([O:10][C:11]([C:13]1[C:23]([CH2:24][CH2:25][C:26](=[O:33])[C:27]2[CH:32]=[CH:31][CH:30]=[CH:29][CH:28]=2)=[C:22]([OH:34])[C:16]2[N:17]=[C:18]([CH3:21])[N:19]([CH3:20])[C:15]=2[CH:14]=1)=[O:12])[CH3:9].CS(O)(=O)=O.C(=O)([O-])O.[Na+]. (5) Given the product [CH2:24]([N:15]1[N:14]=[C:13]([CH2:12][C:5]2[C:4]3[C:8](=[CH:9][CH:10]=[C:2]([Cl:1])[CH:3]=3)[NH:7][C:6]=2[CH3:11])[C:22]2[C:17](=[CH:18][CH:19]=[CH:20][CH:21]=2)[C:16]1=[O:23])[C:25]1[CH:30]=[CH:29][CH:28]=[CH:27][CH:26]=1, predict the reactants needed to synthesize it. The reactants are: [Cl:1][C:2]1[CH:3]=[C:4]2[C:8](=[CH:9][CH:10]=1)[NH:7][C:6]([CH3:11])=[C:5]2[CH2:12][C:13]1[C:22]2[C:17](=[CH:18][CH:19]=[CH:20][CH:21]=2)[C:16](=[O:23])[NH:15][N:14]=1.[CH2:24](Br)[C:25]1[CH:30]=[CH:29][CH:28]=[CH:27][CH:26]=1.C(=O)([O-])[O-].[K+].[K+].CN(C=O)C. (6) Given the product [CH3:1][O:2][C:3]1[CH:4]=[C:5]([C@H:14]([CH2:15][CH3:16])[CH2:13][CH:12]=[O:17])[CH:6]=[CH:7][CH:8]=1, predict the reactants needed to synthesize it. The reactants are: [CH3:1][O:2][C:3]1[CH:4]=[C:5](B(O)O)[CH:6]=[CH:7][CH:8]=1.[CH:12](=[O:17])/[CH:13]=[CH:14]/[CH2:15][CH3:16].C1(C2[C@H]3CC[C@@H](C=2)C(C2C=CC=CC=2)=C3)C=CC=CC=1.[OH-].[K+].